This data is from Forward reaction prediction with 1.9M reactions from USPTO patents (1976-2016). The task is: Predict the product of the given reaction. (1) The product is: [CH3:15][C:16]1[C:24]([S:25]([CH3:28])(=[O:27])=[O:26])=[C:23]([C:29]([F:31])([F:30])[F:32])[CH:22]=[CH:21][C:17]=1[C:18]([NH:12][C:8]1[C:7]([C:6]([F:14])([F:13])[F:5])=[CH:11][O:10][N:9]=1)=[O:19]. Given the reactants S(Cl)(Cl)=O.[F:5][C:6]([F:14])([F:13])[C:7]1[C:8]([NH2:12])=[N:9][O:10][CH:11]=1.[CH3:15][C:16]1[C:24]([S:25]([CH3:28])(=[O:27])=[O:26])=[C:23]([C:29]([F:32])([F:31])[F:30])[CH:22]=[CH:21][C:17]=1[C:18](O)=[O:19], predict the reaction product. (2) Given the reactants FC(F)(F)S(O[C:7]1[C:11]2[C:12]([O:17][CH3:18])=[N:13][CH:14]=[C:15]([Cl:16])[C:10]=2[N:9]([C:19]2[C:24]([F:25])=[CH:23][CH:22]=[CH:21][C:20]=2[F:26])[N:8]=1)(=O)=O.CC1(C)C(C)(C)OB([C:37]2[CH:38]=[C:39]([CH2:42][C:43]#[N:44])[S:40][CH:41]=2)O1.C(=O)([O-])[O-].[Na+].[Na+].O, predict the reaction product. The product is: [Cl:16][C:15]1[C:10]2[N:9]([C:19]3[C:20]([F:26])=[CH:21][CH:22]=[CH:23][C:24]=3[F:25])[N:8]=[C:7]([C:37]3[CH:38]=[C:39]([CH2:42][C:43]#[N:44])[S:40][CH:41]=3)[C:11]=2[C:12]([O:17][CH3:18])=[N:13][CH:14]=1. (3) Given the reactants [N:1]1[CH:6]=[CH:5][N:4]=[CH:3][C:2]=1[C:7]1[CH:8]=[CH:9][C:10]([C:13]([OH:15])=O)=[N:11][CH:12]=1.[CH3:16][C:17]1[CH:22]=[C:21]([C:23]2[C:28]([CH3:29])=[CH:27][C:26]([CH2:30][NH2:31])=[CH:25][N:24]=2)[CH:20]=[CH:19][N:18]=1.F[P-](F)(F)(F)(F)F.N1(OC(N(C)C)=[N+](C)C)C2N=CC=CC=2N=N1.CCN(C(C)C)C(C)C, predict the reaction product. The product is: [CH3:16][C:17]1[CH:22]=[C:21]([C:23]2[C:28]([CH3:29])=[CH:27][C:26]([CH2:30][NH:31][C:13](=[O:15])[C:10]3[CH:9]=[CH:8][C:7]([C:2]4[CH:3]=[N:4][CH:5]=[CH:6][N:1]=4)=[CH:12][N:11]=3)=[CH:25][N:24]=2)[CH:20]=[CH:19][N:18]=1. (4) Given the reactants [NH:1]1[CH2:5][CH2:4][C@H:3]([CH2:6][OH:7])[CH2:2]1.F[C:9]1[CH:14]=[CH:13][CH:12]=[CH:11][N:10]=1.C(N(CC)CC)C, predict the reaction product. The product is: [N:10]1[CH:11]=[CH:12][CH:13]=[CH:14][C:9]=1[N:1]1[CH2:5][CH2:4][C@H:3]([CH2:6][OH:7])[CH2:2]1. (5) Given the reactants [Cl:1][C:2]1[C:3]([N:8]2[C:13]3[CH:14]=[CH:15][CH:16]=[C:17]([C:18]([NH:20][C:21]4[CH:26]=[CH:25][CH:24]=[CH:23][C:22]=4C(OC)=O)=[O:19])[C:12]=3[O:11][CH2:10][CH2:9]2)=[N:4][CH:5]=[CH:6][CH:7]=1.[OH-:31].[Na+].Cl.[O:34]1[CH2:38]CCC1, predict the reaction product. The product is: [C:38]([C:24]1[CH:23]=[CH:22][C:21]([NH:20][C:18]([C:17]2[C:12]3[O:11][CH2:10][CH2:9][N:8]([C:3]4[C:2]([Cl:1])=[CH:7][CH:6]=[CH:5][N:4]=4)[C:13]=3[CH:14]=[CH:15][CH:16]=2)=[O:19])=[CH:26][CH:25]=1)([OH:34])=[O:31]. (6) Given the reactants [Cl:1][C:2]1[CH:7]=[CH:6][C:5]([CH:8]2[C:13]3[N:14]4[N:19]=[C:18]([CH3:20])[S:17][C:15]4=[N:16][C:12]=3[CH2:11][CH2:10][N:9]2[C:21](=[O:32])[CH2:22][O:23][C:24]2[C:25]([Cl:31])=[N:26][C:27](I)=[CH:28][CH:29]=2)=[C:4]([F:33])[CH:3]=1.[CH:34]12[CH2:40][CH:37]([NH:38][CH2:39]1)[CH2:36][O:35]2, predict the reaction product. The product is: [CH:34]12[CH2:40][CH:37]([N:38]([C:27]3[N:26]=[C:25]([Cl:31])[C:24]([O:23][CH2:22][C:21]([N:9]4[CH2:10][CH2:11][C:12]5[N:16]=[C:15]6[S:17][C:18]([CH3:20])=[N:19][N:14]6[C:13]=5[CH:8]4[C:5]4[CH:6]=[CH:7][C:2]([Cl:1])=[CH:3][C:4]=4[F:33])=[O:32])=[CH:29][CH:28]=3)[CH2:39]1)[CH2:36][O:35]2. (7) Given the reactants [C:1]([O:5][C:6](=[O:26])[NH:7][C@H:8]1[CH2:13][CH2:12][CH2:11][CH2:10][C@H:9]1[NH:14][C:15]1[N:16]=[CH:17][C:18]2[CH:24]=[N:23][CH:22]=[C:21](I)[C:19]=2[N:20]=1)([CH3:4])([CH3:3])[CH3:2].C([N:34]1[C:42]2[C:37](=[CH:38][CH:39]=[CH:40][C:41]=2[F:43])[CH:36]=[C:35]1B(O)O)(OC(C)(C)C)=O.C1(P(C2CCCCC2)C2C=CC=CC=2C2C(OC)=CC=CC=2OC)CCCCC1.C(=O)([O-])[O-].[K+].[K+].COCCOC.O, predict the reaction product. The product is: [F:43][C:41]1[CH:40]=[CH:39][CH:38]=[C:37]2[C:42]=1[NH:34][C:35]([C:21]1[C:19]3[N:20]=[C:15]([NH:14][C@@H:9]4[CH2:10][CH2:11][CH2:12][CH2:13][C@@H:8]4[NH:7][C:6](=[O:26])[O:5][C:1]([CH3:4])([CH3:3])[CH3:2])[N:16]=[CH:17][C:18]=3[CH:24]=[N:23][CH:22]=1)=[CH:36]2.